Dataset: hERG potassium channel inhibition data for cardiac toxicity prediction from Karim et al.. Task: Regression/Classification. Given a drug SMILES string, predict its toxicity properties. Task type varies by dataset: regression for continuous values (e.g., LD50, hERG inhibition percentage) or binary classification for toxic/non-toxic outcomes (e.g., AMES mutagenicity, cardiotoxicity, hepatotoxicity). Dataset: herg_karim. (1) The molecule is COc1cccc2c1nc(N)n1nc(CN3CCN(c4ccccn4)C[C@H]3C)nc21. The result is 0 (non-blocker). (2) The molecule is Cn1c(CCCCN2CC3C[C@]3(c3ccc(C(F)(F)F)cc3)C2)nnc1-c1ccc(C#N)cc1. The result is 1 (blocker). (3) The molecule is CN1CCC(COCc2cc(C(F)(F)F)cc(Cl)n2)(c2ccccc2)CC1. The result is 0 (non-blocker). (4) The compound is CC(C)(C)NC(=O)C1c2ccccc2C(=O)N1Cc1ccc(F)cc1-c1ccc(F)cc1. The result is 0 (non-blocker). (5) The molecule is Cc1ccc(C2=CC(NC(C)(C)Cc3ccccc3)=NCCN2)cc1. The result is 1 (blocker). (6) The drug is Cc1onc(-c2c(Cl)cccc2Cl)c1CC(=O)NCc1ccc(OCC(F)(F)F)nc1. The result is 0 (non-blocker).